This data is from Forward reaction prediction with 1.9M reactions from USPTO patents (1976-2016). The task is: Predict the product of the given reaction. (1) Given the reactants [CH3:1][O:2][C:3]([C:5]1[C:6]([OH:30])=[C:7]2[C:12](=[C:13](Br)[N:14]=1)[N:11]([CH2:16][CH:17]1[CH2:22][CH2:21][O:20][CH2:19][CH2:18]1)[C:10](=[O:23])[C:9]([C:24]1[CH:29]=[CH:28][CH:27]=[CH:26][CH:25]=1)=[CH:8]2)=[O:4].C([Sn](CCCC)(CCCC)[C:36]1[CH:37]=[N:38][CH:39]=[CH:40][CH:41]=1)CCC.CCOC(C)=O.Cl, predict the reaction product. The product is: [CH3:1][O:2][C:3]([C:5]1[C:6]([OH:30])=[C:7]2[C:12](=[C:13]([C:36]3[CH:37]=[N:38][CH:39]=[CH:40][CH:41]=3)[N:14]=1)[N:11]([CH2:16][CH:17]1[CH2:22][CH2:21][O:20][CH2:19][CH2:18]1)[C:10](=[O:23])[C:9]([C:24]1[CH:29]=[CH:28][CH:27]=[CH:26][CH:25]=1)=[CH:8]2)=[O:4]. (2) The product is: [CH2:5]([O:4][C:2]([N:13]1[CH2:18][CH2:17][CH2:16][C@H:15]([C:19](=[O:20])[NH2:21])[CH2:14]1)=[O:3])[C:6]1[CH:11]=[CH:10][CH:9]=[CH:8][CH:7]=1. Given the reactants Cl[C:2]([O:4][CH2:5][C:6]1[CH:11]=[CH:10][CH:9]=[CH:8][CH:7]=1)=[O:3].Cl.[NH:13]1[CH2:18][CH2:17][CH2:16][C@H:15]([C:19]([NH2:21])=[O:20])[CH2:14]1.C(N(CC)CC)C, predict the reaction product. (3) Given the reactants [CH3:1][N:2]1[CH:7]2[CH2:8][CH2:9][CH2:10][CH:3]1[CH2:4][C:5](=O)[CH2:6]2.[ClH:12].[NH2:13][OH:14], predict the reaction product. The product is: [ClH:12].[CH3:1][N:2]1[CH:7]2[CH2:8][CH2:9][CH2:10][CH:3]1[CH2:4][C:5](=[N:13][OH:14])[CH2:6]2.